Dataset: Forward reaction prediction with 1.9M reactions from USPTO patents (1976-2016). Task: Predict the product of the given reaction. The product is: [CH:12]1([CH2:11][NH:10][C:8]([C:3]2[C:2]([NH:1][C:40]([C:27]3[C:36]4[C:31](=[CH:32][CH:33]=[CH:34][CH:35]=4)[C:30]([C:37]([OH:49])=[O:38])=[CH:29][CH:28]=3)=[O:41])=[CH:7][CH:6]=[CH:5][N:4]=2)=[O:9])[CH2:17][CH2:16][CH2:15][CH2:14][CH2:13]1. Given the reactants [NH2:1][C:2]1[C:3]([C:8]([NH:10][CH2:11][CH:12]2[CH2:17][CH2:16][CH2:15][CH2:14][CH2:13]2)=[O:9])=[N:4][CH:5]=[CH:6][CH:7]=1.CCN(C(C)C)C(C)C.[C:27]1([C:40](Cl)=[O:41])[C:36]2[C:31](=[CH:32][CH:33]=[CH:34][CH:35]=2)[C:30]([C:37](Cl)=[O:38])=[CH:29][CH:28]=1.CC#N.C1C[O:49]CC1, predict the reaction product.